From a dataset of Reaction yield outcomes from USPTO patents with 853,638 reactions. Predict the reaction yield, written as a fraction of the theoretical maximum amount of product (1.0 means a 100% yield; for example, 0.34 means a 34% yield). (1) The yield is 0.660. The product is [OH:11][C:1]1[C:10]2[CH2:9][CH2:8][CH2:7][CH2:6][C:5]=2[CH:4]=[CH:3][C:2]=1[C:18]1[CH2:19][CH2:20][N:15]([C:12](=[O:14])[CH3:13])[CH2:16][CH:17]=1. The reactants are [C:1]1([OH:11])[C:10]2[CH2:9][CH2:8][CH2:7][CH2:6][C:5]=2[CH:4]=[CH:3][CH:2]=1.[C:12]([N:15]1[CH2:20][CH2:19][C:18](=O)[CH2:17][CH2:16]1)(=[O:14])[CH3:13].B(F)(F)F.CCOCC.Cl. The catalyst is C1COCC1. (2) The reactants are [OH:1][C:2]1[CH:7]=[CH:6][C:5]([C:8](=[O:16])[CH2:9][C:10](=O)[CH2:11][CH2:12][CH2:13][CH3:14])=[CH:4][CH:3]=1.[N+:17]([C:20]1[CH:25]=[CH:24][C:23]([O:26][NH2:27])=[CH:22][CH:21]=1)([O-:19])=[O:18]. The catalyst is C(O)(=O)C. The product is [N+:17]([C:20]1[CH:21]=[CH:22][C:23]([O:26][N:27]=[C:10]([CH2:11][CH2:12][CH2:13][CH3:14])[CH2:9][C:8]([C:5]2[CH:6]=[CH:7][C:2]([OH:1])=[CH:3][CH:4]=2)=[O:16])=[CH:24][CH:25]=1)([O-:19])=[O:18]. The yield is 0.880. (3) The reactants are [CH3:1][O:2][C:3]1[CH:35]=[CH:34][C:6]([CH2:7][N:8]2[C:12]3=[N:13]C=[CH:15][C:16](OC4C=CC(N)=CC=4F)=[C:11]3[C:10]([NH:26][CH:27]3[CH2:32][CH2:31][CH2:30][CH:29]([OH:33])[CH2:28]3)=[N:9]2)=[CH:5][CH:4]=1.FC1C=CC(N2C(=[O:49])C(C(O)=O)=CC=N2)=CC=1.CCN=C=NCCCN(C)C.C1C=CC2N(O)N=NC=2C=1.O. The catalyst is CN(C=O)C.O.CCN(CC)CC. The product is [CH3:1][O:2][C:3]1[CH:35]=[CH:34][C:6]([CH2:7][N:8]2[CH:15]=[CH:16][C:11]([C:12]([NH2:13])=[O:49])=[C:10]([NH:26][CH:27]3[CH2:32][CH2:31][CH2:30][CH:29]([OH:33])[CH2:28]3)[NH:9]2)=[CH:5][CH:4]=1. The yield is 0.480. (4) The reactants are [CH2:1]([O:8][C:9]1[CH:18]=[CH:17][C:12]([C:13]([O:15][CH3:16])=[O:14])=[CH:11][C:10]=1Br)[C:2]1[CH:7]=[CH:6][CH:5]=[CH:4][CH:3]=1.C(=O)([O-])[O-].[Cs+].[Cs+].[CH3:26]/[C:27](/B(O)O)=[CH:28]/[CH3:29].O. The catalyst is O1CCCC1. The product is [CH2:1]([O:8][C:9]1[CH:18]=[CH:17][C:12]([C:13]([O:15][CH3:16])=[O:14])=[CH:11][C:10]=1/[C:27](/[CH3:26])=[CH:28]\[CH3:29])[C:2]1[CH:7]=[CH:6][CH:5]=[CH:4][CH:3]=1. The yield is 0.410. (5) The product is [C:40]([O:39][C:37]([N:31]1[C@H:32]([CH3:36])[CH2:33][N:34]([CH2:20][C:17]2[CH:16]=[N:15][C:14]([NH:13][C:10]3[N:11]=[CH:12][C:7]4[CH:6]=[C:5]([C:3](=[O:4])[N:2]([CH3:1])[CH3:28])[N:22]([CH:23]5[CH2:24][CH2:25][CH2:26][CH2:27]5)[C:8]=4[N:9]=3)=[CH:19][CH:18]=2)[CH2:35][C@@H:30]1[CH3:29])=[O:38])([CH3:43])([CH3:41])[CH3:42]. The reactants are [CH3:1][N:2]([CH3:28])[C:3]([C:5]1[N:22]([CH:23]2[CH2:27][CH2:26][CH2:25][CH2:24]2)[C:8]2[N:9]=[C:10]([NH:13][C:14]3[CH:19]=[CH:18][C:17]([CH:20]=O)=[CH:16][N:15]=3)[N:11]=[CH:12][C:7]=2[CH:6]=1)=[O:4].[CH3:29][C@@H:30]1[CH2:35][NH:34][CH2:33][C@H:32]([CH3:36])[N:31]1[C:37]([O:39][C:40]([CH3:43])([CH3:42])[CH3:41])=[O:38]. The yield is 0.740. No catalyst specified.